From a dataset of Peptide-MHC class I binding affinity with 185,985 pairs from IEDB/IMGT. Regression. Given a peptide amino acid sequence and an MHC pseudo amino acid sequence, predict their binding affinity value. This is MHC class I binding data. The peptide sequence is FLRDNRAVL. The MHC is HLA-B27:05 with pseudo-sequence HLA-B27:05. The binding affinity (normalized) is 0.0847.